Dataset: Peptide-MHC class I binding affinity with 185,985 pairs from IEDB/IMGT. Task: Regression. Given a peptide amino acid sequence and an MHC pseudo amino acid sequence, predict their binding affinity value. This is MHC class I binding data. (1) The peptide sequence is DLKWARFPK. The MHC is HLA-A03:01 with pseudo-sequence HLA-A03:01. The binding affinity (normalized) is 0.202. (2) The peptide sequence is TLLGLILFV. The MHC is HLA-A02:01 with pseudo-sequence HLA-A02:01. The binding affinity (normalized) is 1.00. (3) The binding affinity (normalized) is 0.676. The peptide sequence is ELADKVTKL. The MHC is HLA-A02:02 with pseudo-sequence HLA-A02:02. (4) The peptide sequence is QQLEDIFMR. The MHC is HLA-A31:01 with pseudo-sequence HLA-A31:01. The binding affinity (normalized) is 0.346. (5) The MHC is HLA-B08:02 with pseudo-sequence HLA-B08:02. The binding affinity (normalized) is 0.400. The peptide sequence is LLKHRFEII.